Task: Predict the reaction yield, written as a fraction of the theoretical maximum amount of product (1.0 means a 100% yield; for example, 0.34 means a 34% yield).. Dataset: Reaction yield outcomes from USPTO patents with 853,638 reactions (1) The reactants are [NH2:1][CH2:2][CH2:3][CH2:4][OH:5].[CH:6]([S:8]([CH:11]=[CH2:12])(=[O:10])=[O:9])=[CH2:7]. No catalyst specified. The product is [O:9]=[S:8]1(=[O:10])[CH2:11][CH2:12][N:1]([CH2:2][CH2:3][CH2:4][OH:5])[CH2:7][CH2:6]1. The yield is 0.900. (2) The catalyst is CN(C=O)C.CC([O-])=O.CC([O-])=O.[Pd+2].O. The reactants are I[C:2]1[CH:3]=[C:4]([CH:8]=[CH:9][CH:10]=1)[C:5]([OH:7])=[O:6].[CH3:11][O:12][C:13]([C:15]1[CH:16]=[C:17](B(O)O)[CH:18]=[CH:19][CH:20]=1)=[O:14].C(=O)([O-])[O-].[Cs+].[Cs+].Cl. The product is [CH3:11][O:12][C:13]([C:15]1[CH:16]=[C:17]([C:2]2[CH:10]=[CH:9][CH:8]=[C:4]([C:5]([OH:7])=[O:6])[CH:3]=2)[CH:18]=[CH:19][CH:20]=1)=[O:14]. The yield is 0.830. (3) The reactants are Br[C:2]1[S:6][C:5]([C:7]([O:9][CH3:10])=[O:8])=[C:4]([CH3:11])[C:3]=1[C:12]#[N:13].[NH:14]1[CH2:19][CH2:18][O:17][CH2:16][CH2:15]1.C(=O)([O-])[O-].[Cs+].[Cs+]. The catalyst is O1CCCC1. The product is [C:12]([C:3]1[C:4]([CH3:11])=[C:5]([C:7]([O:9][CH3:10])=[O:8])[S:6][C:2]=1[N:14]1[CH2:19][CH2:18][O:17][CH2:16][CH2:15]1)#[N:13]. The yield is 0.730.